This data is from Experimentally validated miRNA-target interactions with 360,000+ pairs, plus equal number of negative samples. The task is: Binary Classification. Given a miRNA mature sequence and a target amino acid sequence, predict their likelihood of interaction. (1) The miRNA is kshv-miR-K12-5-3p with sequence UAGGAUGCCUGGAACUUGCCGGU. The protein sequence of the target gene is MESQCDYSMYFPAVPLPPRAELAGDPGRYRALPRRNHLYLGETVRFLLVLRCRGGAGSGTGGGPGLGSRGAWAELATALAALASVSAGGGMPGGGGAGDQDSEPPGGGDPGGGGLFRGCSPLLTHGPGPATSGGATTLPVEEPIVSTDEVIFPLTVSLDRLPPGTPKAKIVVTVWKREIEAPEVRDQGYLRLLQTRSPGETFRGEQSAFKAQVSTLLTLLPPPVLRCRQFTVAGKHLTVLKVLNSSSQEEISIWDIRILPNFNASYLPVMPDGSVLLVDNVCHQSGEVSMGSFCRLPGTS.... Result: 0 (no interaction). (2) The miRNA is hsa-miR-183-3p with sequence GUGAAUUACCGAAGGGCCAUAA. The protein sequence of the target gene is MAAAKKAVLGPLVGAVDQGTSSTRFLVFNSKTAELLSHHQVEIKQEFPREGWVEQDPKEILQSVYECIEKTCEKLGQLNIDISNIKAIGVSNQRETTVVWDKVTGEPLYNAVVWLDLRTQSTVENLSKRIPGNNNFVKSKTGLPLSTYFSAVKLRWLLDNVKKVQEAVEENRALFGTIDSWLIWSLTGGIHGGVHCTDVTNASRTMLFNIHSLEWDKELCEFFGIPMEILPNVRSSSEIYGLMKISHSLKAGALEGVPISGCLGDQSAALVGQMCFQDGQAKNTYGTGCFLLCNTGHKCV.... Result: 0 (no interaction). (3) The miRNA is hsa-miR-921 with sequence CUAGUGAGGGACAGAACCAGGAUUC. The protein sequence of the target gene is MKAAEIKRDLTNIQKSMSEINDLAKERITGGPGSISTTSASAITAPSTMSQTTTSRLAPKLTSAHPSIDDLRGLSRQDKITQLQKKIRASFENLVDHDDSNVIVTLPDDDDCPHNHFGSGLNLTHPTAAQLSASGLSGSSKTIDTIKFQEKSMKTESKTKVVTDGFSSEQATSNSAEMKRLQAGDIDYQESKGASAMRNRLEVDGVKTEENAAVIKEALSLRTGDITQQASNNVAASSITVQSENFSADKKAISQSQQSQTMTSNGIISQEKHVSSASQANYSMSHKGVSSTGSSMITSS.... Result: 0 (no interaction). (4) The miRNA is mmu-miR-340-5p with sequence UUAUAAAGCAAUGAGACUGAUU. The protein sequence of the target gene is MGTPAGAGTRPTGAGTVEGVGIPPGLQTDYETLLSRFQEMDSVRFEDFTELWRSMKFATIFCGKMRNLKKNMFTKEALALAWRYFLPPHTFQIRVGALYLLYGLYNTQLCQPKQKIRVALKDWDEVIRFQQDLMNAQHFDAAFVFRKLRLDRAFHFTAMPKLLSCRMKKKVQQTEVTQKFKDPNDRVMKLITSDVLEEMLNVHDHYQNMKHAISADKSMPDRALSLVKEDFFENIKNIVLEHQEWHKERKNPSLKPKLKDGEENGEGSSEEPERCERAVSLAKIKAKAFSAVVPVSKSRR.... Result: 1 (interaction). (5) The protein sequence of the target gene is MALHPRRVRLKPWLVAQVDSGLYPGLIWLHRDSKRFQIPWKHATRHSPQQEEENTIFKAWAVETGKYQEGVDDPDPAKWKAQLRCALNKSREFNLMYDGTKEVPMNPVKIYQVCDIPQPQGSIINPGSTGSAPWDEKDNDVDEEDEEDELDQSQHHVPIQDTFPFLNINGSPMAPASVGNCSVGNCSPEAVWPKTEPLEMEVPQAPIQPFYSSPELWISSLPMTDLDIKFQYRGKEYGQTMTVSNPQGCRLFYGDLGPMPDQEELFGPVSLEQVKFPGPEHITNEKQKLFTSKLLDVMDR.... Result: 0 (no interaction). The miRNA is hsa-miR-2053 with sequence GUGUUAAUUAAACCUCUAUUUAC.